This data is from Retrosynthesis with 50K atom-mapped reactions and 10 reaction types from USPTO. The task is: Predict the reactants needed to synthesize the given product. (1) The reactants are: O=Cc1cc([N+](=O)[O-])ccc1Cl.SCCS. Given the product O=[N+]([O-])c1ccc(Cl)c(C2SCCS2)c1, predict the reactants needed to synthesize it. (2) The reactants are: CCCCn1cnc2c1c(=O)[nH]c(=O)n2CCCC.CCOP(=O)(CCCBr)OCC. Given the product CCCCn1cnc2c1c(=O)n(CCCP(=O)(OCC)OCC)c(=O)n2CCCC, predict the reactants needed to synthesize it. (3) The reactants are: NC(N)=S.O=C(CCl)c1cccc(C(F)(F)F)c1F. Given the product Nc1nc(-c2cccc(C(F)(F)F)c2F)cs1, predict the reactants needed to synthesize it. (4) Given the product Cc1ccc(S(=O)(=O)O[C@H]2CN(C(=O)OC(C)(C)C)C[C@@H]2N=[N+]=[N-])cc1, predict the reactants needed to synthesize it. The reactants are: CC(C)(C)OC(=O)N1C[C@H](O)[C@@H](N=[N+]=[N-])C1.Cc1ccc(S(=O)(=O)Cl)cc1. (5) Given the product CC(=O)c1cc(CN2CCOCC2)ccc1F, predict the reactants needed to synthesize it. The reactants are: CON(C)C(C)=O.Fc1ccc(CN2CCOCC2)cc1Br. (6) Given the product COc1ccc(CN(Cc2ccc(OC)cc2)c2ncc(-c3nc(N4CCOCC4)nc4c3CCN4c3ccnc(N(CCO)C(=O)OC(C)(C)C)c3)cn2)cc1, predict the reactants needed to synthesize it. The reactants are: COC(=O)CN(C(=O)OC(C)(C)C)c1cc(N2CCc3c(-c4cnc(N(Cc5ccc(OC)cc5)Cc5ccc(OC)cc5)nc4)nc(N4CCOCC4)nc32)ccn1. (7) Given the product COC(=O)C1Cc2ccc(Oc3ccccc3)cc2C1, predict the reactants needed to synthesize it. The reactants are: COC(=O)C1Cc2ccc(O)cc2C1.OB(O)c1ccccc1.